Dataset: Full USPTO retrosynthesis dataset with 1.9M reactions from patents (1976-2016). Task: Predict the reactants needed to synthesize the given product. (1) Given the product [Cl:16][C:17]1[CH:22]=[CH:21][CH:20]=[C:19]([Cl:23])[C:18]=1[C:24]1[NH:25][C:26]2[CH:32]=[C:31]([C:33]3[O:34][C:12]([NH:1][C:2]4[CH:7]=[CH:6][C:5]([C:8]([F:9])([F:11])[F:10])=[CH:4][N:3]=4)=[N:36][N:35]=3)[CH:30]=[CH:29][C:27]=2[N:28]=1, predict the reactants needed to synthesize it. The reactants are: [NH2:1][C:2]1[CH:7]=[CH:6][C:5]([C:8]([F:11])([F:10])[F:9])=[CH:4][N:3]=1.[C:12](Cl)(Cl)=S.[Cl:16][C:17]1[CH:22]=[CH:21][CH:20]=[C:19]([Cl:23])[C:18]=1[C:24]1[NH:25][C:26]2[CH:32]=[C:31]([C:33]([NH:35][NH2:36])=[O:34])[CH:30]=[CH:29][C:27]=2[N:28]=1.CCN=C=NCCCN(C)C. (2) Given the product [C:1]([O:5][C:6](=[O:22])[NH:7][CH2:8][CH2:9][CH:10]([O:12][C:13]1[C:18]([NH2:19])=[CH:17][CH:16]=[CH:15][N:14]=1)[CH3:11])([CH3:2])([CH3:3])[CH3:4], predict the reactants needed to synthesize it. The reactants are: [C:1]([O:5][C:6](=[O:22])[NH:7][CH2:8][CH2:9][CH:10]([O:12][C:13]1[C:18]([N+:19]([O-])=O)=[CH:17][CH:16]=[CH:15][N:14]=1)[CH3:11])([CH3:4])([CH3:3])[CH3:2]. (3) The reactants are: [CH:1]1([CH2:7][OH:8])[CH2:6][CH2:5][CH2:4][CH2:3][CH2:2]1.[F:9][C:10]1[CH:15]=[CH:14][C:13]([S:16]([C@@:19]2([C:37]3[CH:42]=[CH:41][C:40]([C:43](O)([C:48]([F:51])([F:50])[F:49])[C:44]([F:47])([F:46])[F:45])=[CH:39][CH:38]=3)[CH2:23][CH2:22][N:21]([C:24]([N:26]3[CH2:31][CH2:30][CH:29]([C:32]([O:34][CH2:35][CH3:36])=[O:33])[CH2:28][CH2:27]3)=[O:25])[CH2:20]2)(=[O:18])=[O:17])=[CH:12][CH:11]=1.C1(P(C2C=CC=CC=2)C2C=CC=CC=2)C=CC=CC=1.CN(C)C(N=NC(N(C)C)=O)=O. Given the product [CH:1]1([CH2:7][O:8][C:43]([C:40]2[CH:39]=[CH:38][C:37]([C@:19]3([S:16]([C:13]4[CH:12]=[CH:11][C:10]([F:9])=[CH:15][CH:14]=4)(=[O:17])=[O:18])[CH2:23][CH2:22][N:21]([C:24]([N:26]4[CH2:31][CH2:30][CH:29]([C:32]([O:34][CH2:35][CH3:36])=[O:33])[CH2:28][CH2:27]4)=[O:25])[CH2:20]3)=[CH:42][CH:41]=2)([C:44]([F:47])([F:46])[F:45])[C:48]([F:49])([F:51])[F:50])[CH2:6][CH2:5][CH2:4][CH2:3][CH2:2]1, predict the reactants needed to synthesize it. (4) Given the product [CH:3]1([CH2:6][O:7][CH2:8][C:9]2[CH:14]=[CH:13][C:12]([C@H:15]3[C@H:16]([O:48][CH2:50][CH2:51][CH2:52][O:53][CH3:54])[CH2:17][NH:18][CH2:19][C@@H:20]3[O:21][CH2:22][C:23]3[CH:37]=[CH:27][C:26]4[O:31][CH2:30][CH2:59][N:58]([CH2:61][CH2:3][CH2:6][O:7][CH3:8])[C:57]=4[CH:24]=3)=[CH:11][CH:10]=2)[CH2:4][CH2:5]1, predict the reactants needed to synthesize it. The reactants are: [H-].[Na+].[CH:3]1([CH2:6][O:7][CH2:8][C:9]2[CH:14]=[CH:13][C:12]([C@@H:15]3[C@@H:20]([O:21][CH2:22][C:23]4[CH:24]=C[C:26]5[O:31][CH2:30]CN(CCCOC)[C:27]=5[CH:37]=4)[CH2:19][N:18](S(C4C=CC(C)=CC=4)(=O)=O)[CH2:17][C@H:16]3[OH:48])=[CH:11][CH:10]=2)[CH2:5][CH2:4]1.Br[CH2:50][CH2:51][CH2:52][O:53][CH3:54].[I-].[Na+].[CH3:57][N:58]([CH3:61])[CH:59]=O. (5) Given the product [Cl:1][C:2]1[CH:3]=[CH:4][C:5]([C:8]2[N:12]([CH:13]([CH:17]3[CH2:18][CH2:19][CH2:20][CH2:21][CH2:22]3)[C:14]([NH:29][C:30]3[CH:37]=[CH:36][C:33]([C:34]#[N:35])=[CH:32][C:31]=3[F:38])=[O:15])[C:11]3[CH:23]=[C:24]([F:28])[C:25]([F:27])=[CH:26][C:10]=3[N:9]=2)=[CH:6][CH:7]=1, predict the reactants needed to synthesize it. The reactants are: [Cl:1][C:2]1[CH:7]=[CH:6][C:5]([C:8]2[N:12]([CH:13]([CH:17]3[CH2:22][CH2:21][CH2:20][CH2:19][CH2:18]3)[C:14](O)=[O:15])[C:11]3[CH:23]=[C:24]([F:28])[C:25]([F:27])=[CH:26][C:10]=3[N:9]=2)=[CH:4][CH:3]=1.[NH2:29][C:30]1[CH:37]=[CH:36][C:33]([C:34]#[N:35])=[CH:32][C:31]=1[F:38]. (6) Given the product [C:44]([OH:51])(=[O:50])/[CH:45]=[CH:46]\[C:47]([OH:49])=[O:48].[C:44]([OH:51])(=[O:50])/[CH:45]=[CH:46]\[C:47]([OH:49])=[O:48].[C:44]([OH:51])(=[O:50])/[CH:45]=[CH:46]\[C:47]([OH:49])=[O:48].[NH2:1][C:2]1[N:7]=[CH:6][N:5]=[C:4]2[N:8]([CH:31]3[CH2:36][CH2:35][N:34]([CH:37]4[CH2:38][CH2:39][N:40]([CH3:43])[CH2:41][CH2:42]4)[CH2:33][CH2:32]3)[N:9]=[C:10]([C:11]3[CH:16]=[CH:15][C:14]([NH:17][C:18](=[O:28])[C:19]4[CH:24]=[CH:23][C:22]([N:25]([CH3:27])[CH3:26])=[CH:21][CH:20]=4)=[C:13]([O:29][CH3:30])[CH:12]=3)[C:3]=12, predict the reactants needed to synthesize it. The reactants are: [NH2:1][C:2]1[N:7]=[CH:6][N:5]=[C:4]2[N:8]([CH:31]3[CH2:36][CH2:35][N:34]([CH:37]4[CH2:42][CH2:41][N:40]([CH3:43])[CH2:39][CH2:38]4)[CH2:33][CH2:32]3)[N:9]=[C:10]([C:11]3[CH:16]=[CH:15][C:14]([NH:17][C:18](=[O:28])[C:19]4[CH:24]=[CH:23][C:22]([N:25]([CH3:27])[CH3:26])=[CH:21][CH:20]=4)=[C:13]([O:29][CH3:30])[CH:12]=3)[C:3]=12.[C:44]([OH:51])(=[O:50])/[CH:45]=[CH:46]\[C:47]([OH:49])=[O:48]. (7) Given the product [CH:3]([C:14]1[NH:13][C:12]([CH3:11])=[C:16]([C:17]2[CH:25]=[CH:24][C:20]([C:21]([OH:23])=[O:22])=[CH:19][CH:18]=2)[C:15]=1[CH3:26])=[O:4], predict the reactants needed to synthesize it. The reactants are: CN(C)[CH:3]=[O:4].P(Cl)(Cl)(Cl)=O.[CH3:11][C:12]1[NH:13][CH:14]=[C:15]([CH3:26])[C:16]=1[C:17]1[CH:25]=[CH:24][C:20]([C:21]([OH:23])=[O:22])=[CH:19][CH:18]=1.[OH-].[K+]. (8) Given the product [C:29]([CH2:28][C:22]1([NH:21][C:12]([C:10]2[CH:9]=[CH:8][C:7]([N:15]3[CH2:18][C:17]([F:20])([F:19])[CH2:16]3)=[C:6]([O:5][CH2:4][CH:1]3[CH2:2][CH2:3]3)[N:11]=2)=[O:14])[CH2:23][CH2:24][S:25][CH2:26][CH2:27]1)(=[O:30])[NH2:31], predict the reactants needed to synthesize it. The reactants are: [CH:1]1([CH2:4][O:5][C:6]2[N:11]=[C:10]([C:12]([OH:14])=O)[CH:9]=[CH:8][C:7]=2[N:15]2[CH2:18][C:17]([F:20])([F:19])[CH2:16]2)[CH2:3][CH2:2]1.[NH2:21][C:22]1([CH2:28][C:29]([NH2:31])=[O:30])[CH2:27][CH2:26][S:25][CH2:24][CH2:23]1.CN(C(ON1N=NC2C=CC=CC1=2)=[N+](C)C)C.[B-](F)(F)(F)F.CCN(C(C)C)C(C)C.